Task: Predict the reaction yield, written as a fraction of the theoretical maximum amount of product (1.0 means a 100% yield; for example, 0.34 means a 34% yield).. Dataset: Reaction yield outcomes from USPTO patents with 853,638 reactions The reactants are C1(O)C=CC=CC=1.FC(F)(F)S(OC[P:15]([O:25][CH2:26][C:27]1[CH:32]=[CH:31][CH:30]=[CH:29][CH:28]=1)(=[O:24])[O:16][CH2:17][C:18]1[CH:23]=[CH:22][CH:21]=[CH:20][CH:19]=1)(=O)=O.C([O-])([O-])=O.[Cs+].[Cs+]. The catalyst is CC#N. The product is [PH:15](=[O:24])([O:25][CH2:26][C:27]1[CH:32]=[CH:31][CH:30]=[CH:29][CH:28]=1)[O:16][CH2:17][C:18]1[CH:23]=[CH:22][CH:21]=[CH:20][CH:19]=1. The yield is 0.880.